This data is from NCI-60 drug combinations with 297,098 pairs across 59 cell lines. The task is: Regression. Given two drug SMILES strings and cell line genomic features, predict the synergy score measuring deviation from expected non-interaction effect. (1) Drug 1: CC1CC2C3CCC4=CC(=O)C=CC4(C3(C(CC2(C1(C(=O)CO)O)C)O)F)C. Drug 2: CC(C)(C#N)C1=CC=C(C=C1)N2C3=C4C=C(C=CC4=NC=C3N(C2=O)C)C5=CC6=CC=CC=C6N=C5. Cell line: HCT116. Synergy scores: CSS=34.9, Synergy_ZIP=-3.38, Synergy_Bliss=-2.88, Synergy_Loewe=-71.8, Synergy_HSA=-0.974. (2) Drug 1: CC(CN1CC(=O)NC(=O)C1)N2CC(=O)NC(=O)C2. Drug 2: CC1=C(C=C(C=C1)NC(=O)C2=CC=C(C=C2)CN3CCN(CC3)C)NC4=NC=CC(=N4)C5=CN=CC=C5. Cell line: HOP-62. Synergy scores: CSS=8.71, Synergy_ZIP=-3.12, Synergy_Bliss=-3.85, Synergy_Loewe=-22.4, Synergy_HSA=-2.61. (3) Drug 2: C1C(C(OC1N2C=C(C(=O)NC2=O)F)CO)O. Drug 1: CC1=C2C(C(=O)C3(C(CC4C(C3C(C(C2(C)C)(CC1OC(=O)C(C(C5=CC=CC=C5)NC(=O)OC(C)(C)C)O)O)OC(=O)C6=CC=CC=C6)(CO4)OC(=O)C)OC)C)OC. Cell line: HS 578T. Synergy scores: CSS=59.6, Synergy_ZIP=1.09, Synergy_Bliss=-1.16, Synergy_Loewe=-14.0, Synergy_HSA=4.43. (4) Drug 1: CS(=O)(=O)C1=CC(=C(C=C1)C(=O)NC2=CC(=C(C=C2)Cl)C3=CC=CC=N3)Cl. Synergy scores: CSS=16.7, Synergy_ZIP=-2.38, Synergy_Bliss=3.40, Synergy_Loewe=-3.81, Synergy_HSA=0.830. Cell line: MALME-3M. Drug 2: C1=CC(=CC=C1CC(C(=O)O)N)N(CCCl)CCCl.Cl. (5) Drug 1: CC1=C(C(CCC1)(C)C)C=CC(=CC=CC(=CC(=O)O)C)C. Drug 2: CN(CCCl)CCCl.Cl. Cell line: MALME-3M. Synergy scores: CSS=19.5, Synergy_ZIP=-2.49, Synergy_Bliss=2.43, Synergy_Loewe=2.91, Synergy_HSA=5.46. (6) Drug 1: CCCS(=O)(=O)NC1=C(C(=C(C=C1)F)C(=O)C2=CNC3=C2C=C(C=N3)C4=CC=C(C=C4)Cl)F. Drug 2: CCC1=CC2CC(C3=C(CN(C2)C1)C4=CC=CC=C4N3)(C5=C(C=C6C(=C5)C78CCN9C7C(C=CC9)(C(C(C8N6C)(C(=O)OC)O)OC(=O)C)CC)OC)C(=O)OC.C(C(C(=O)O)O)(C(=O)O)O. Cell line: IGROV1. Synergy scores: CSS=41.9, Synergy_ZIP=5.47, Synergy_Bliss=5.86, Synergy_Loewe=-22.0, Synergy_HSA=6.36. (7) Drug 1: CC1=CC2C(CCC3(C2CCC3(C(=O)C)OC(=O)C)C)C4(C1=CC(=O)CC4)C. Drug 2: CC(C)(C#N)C1=CC(=CC(=C1)CN2C=NC=N2)C(C)(C)C#N. Cell line: HCT116. Synergy scores: CSS=1.94, Synergy_ZIP=-0.508, Synergy_Bliss=-1.42, Synergy_Loewe=-0.470, Synergy_HSA=-0.702. (8) Drug 1: CC1=C(C=C(C=C1)NC2=NC=CC(=N2)N(C)C3=CC4=NN(C(=C4C=C3)C)C)S(=O)(=O)N.Cl. Drug 2: C1=NC2=C(N1)C(=S)N=C(N2)N. Cell line: NCI-H522. Synergy scores: CSS=25.1, Synergy_ZIP=4.25, Synergy_Bliss=5.74, Synergy_Loewe=-11.2, Synergy_HSA=5.67. (9) Drug 1: CCN(CC)CCNC(=O)C1=C(NC(=C1C)C=C2C3=C(C=CC(=C3)F)NC2=O)C. Drug 2: COCCOC1=C(C=C2C(=C1)C(=NC=N2)NC3=CC=CC(=C3)C#C)OCCOC.Cl. Cell line: KM12. Synergy scores: CSS=42.5, Synergy_ZIP=0.0557, Synergy_Bliss=-0.631, Synergy_Loewe=-12.6, Synergy_HSA=-0.696.